Dataset: Catalyst prediction with 721,799 reactions and 888 catalyst types from USPTO. Task: Predict which catalyst facilitates the given reaction. (1) The catalyst class is: 10. Product: [CH3:25][S:26]([NH:29][C:3]1[CH:23]=[CH:22][C:6]([C:7]([NH:9][CH2:10][C:11]2[NH:15][N:14]=[C:13]([C:16]3[CH:21]=[CH:20][N:19]=[CH:18][CH:17]=3)[N:12]=2)=[O:8])=[CH:5][CH:4]=1)(=[O:28])=[O:27]. Reactant: CO[C:3]1[CH:23]=[CH:22][C:6]([C:7]([NH:9][CH2:10][C:11]2[NH:15][N:14]=[C:13]([C:16]3[CH:21]=[CH:20][N:19]=[CH:18][CH:17]=3)[N:12]=2)=[O:8])=[CH:5][C:4]=1C.[CH3:25][S:26]([NH:29]C1C=CC(C(O)=O)=CC=1)(=[O:28])=[O:27].COC1C=CC(C(O)=O)=CC=1C.CN(C=O)C. (2) Reactant: [CH3:1][C:2]1([C:25]([O-:27])=[O:26])[O:7][CH2:6][CH:5]([CH2:8][CH2:9][CH2:10][CH2:11][CH:12]([C:19]2[CH:24]=[CH:23][CH:22]=[CH:21][CH:20]=2)[C:13]2[CH:18]=[CH:17][N:16]=[CH:15][CH:14]=2)[CH2:4][O:3]1.[OH-].[Na+]. Product: [CH3:1][C:2]1([C:25]([OH:27])=[O:26])[O:7][CH2:6][CH:5]([CH2:8][CH2:9][CH2:10][CH2:11][CH:12]([C:19]2[CH:24]=[CH:23][CH:22]=[CH:21][CH:20]=2)[C:13]2[CH:14]=[CH:15][N:16]=[CH:17][CH:18]=2)[CH2:4][O:3]1. The catalyst class is: 6. (3) Reactant: C1C=CC(O[C:8](OC2C=CC=CC=2)=[N:9][C:10]#[N:11])=CC=1.[F:19][C:20]1[CH:26]=[CH:25][C:23]([NH2:24])=[CH:22][CH:21]=1.[Cl:27][C:28]1[CH:37]=[C:36]2[C:31]([C:32]([N:38]3[CH2:43][CH2:42][NH:41][CH2:40][CH2:39]3)=[CH:33][CH:34]=[N:35]2)=[CH:30][CH:29]=1. Product: [Cl:27][C:28]1[CH:37]=[C:36]2[C:31]([C:32]([N:38]3[CH2:43][CH2:42][N:41]([C:8](=[N:9][C:10]#[N:11])[NH:24][C:23]4[CH:25]=[CH:26][C:20]([F:19])=[CH:21][CH:22]=4)[CH2:40][CH2:39]3)=[CH:33][CH:34]=[N:35]2)=[CH:30][CH:29]=1. The catalyst class is: 32. (4) Reactant: [BH4-].[Na+].[CH3:3][O:4][C:5]1[CH:26]=[CH:25][C:8]([CH2:9][N:10]2[CH2:15][CH2:14][N:13]3[N:16]=[C:17]([C:19](OCC)=[O:20])[CH:18]=[C:12]3[C:11]2=[O:24])=[CH:7][CH:6]=1. Product: [OH:20][CH2:19][C:17]1[CH:18]=[C:12]2[C:11](=[O:24])[N:10]([CH2:9][C:8]3[CH:25]=[CH:26][C:5]([O:4][CH3:3])=[CH:6][CH:7]=3)[CH2:15][CH2:14][N:13]2[N:16]=1. The catalyst class is: 87. (5) Reactant: Br[CH2:2][CH2:3][C:4]1[C:12]2[C:7](=[CH:8][CH:9]=[CH:10][CH:11]=2)[NH:6][CH:5]=1.[CH3:13][O:14][C:15](=[O:41])/[CH:16]=[CH:17]/[C:18]1[CH:19]=[C:20]2[C:37](=[CH:38][CH:39]=1)[O:36][C:23]1([CH2:28][CH2:27][N:26](C(OC(C)(C)C)=O)[CH2:25][CH2:24]1)[CH2:22][C:21]2=[O:40]. Product: [CH3:13][O:14][C:15](=[O:41])/[CH:16]=[CH:17]/[C:18]1[CH:19]=[C:20]2[C:37](=[CH:38][CH:39]=1)[O:36][C:23]1([CH2:24][CH2:25][N:26]([CH2:2][CH2:3][C:4]3[C:12]4[C:7](=[CH:8][CH:9]=[CH:10][CH:11]=4)[NH:6][CH:5]=3)[CH2:27][CH2:28]1)[CH2:22][C:21]2=[O:40]. The catalyst class is: 2. (6) The catalyst class is: 6. Reactant: [CH:1]([CH:3]1[CH2:10][CH2:9][CH2:8][CH2:7][NH:6][C:4]1=[O:5])=C.[CH3:11][N:12](CCCC=C(C)C(N)=O)[CH3:13].[C:23]([O:28][CH2:29][CH2:30][OH:31])(=[O:27])[C:24]([CH3:26])=[CH2:25]. Product: [CH3:1][C:3]([C:4]([NH:6][CH2:7][CH2:8][CH2:9][N:12]([CH3:13])[CH3:11])=[O:5])=[CH2:10].[CH3:26][C:24]([C:23]([O:28][CH2:29][CH2:30][OH:31])=[O:27])=[CH2:25].